This data is from Full USPTO retrosynthesis dataset with 1.9M reactions from patents (1976-2016). The task is: Predict the reactants needed to synthesize the given product. (1) Given the product [F:34][C:33]([F:36])([F:35])[C:32]1[NH:31][C:4]2[C:5]([CH:11]=1)=[CH:6][C:7]([C:9]#[N:10])=[CH:8][C:3]=2[Br:2], predict the reactants needed to synthesize it. The reactants are: [Br-].[Br:2][C:3]1[C:4]([NH:31][C:32](=O)[C:33]([F:36])([F:35])[F:34])=[C:5]([CH2:11][P+](C2C=CC=CC=2)(C2C=CC=CC=2)C2C=CC=CC=2)[CH:6]=[C:7]([C:9]#[N:10])[CH:8]=1. (2) Given the product [C:1]([C:3]1[C:4]([N:17]2[CH2:20][CH:19]([C:21]([NH:36][S:33]([CH2:32][C:26]3[CH:27]=[CH:28][C:29]([Cl:31])=[CH:30][C:25]=3[Cl:24])(=[O:34])=[O:35])=[O:23])[CH2:18]2)=[N:5][C:6]([CH:14]([F:16])[F:15])=[C:7]([CH:8]=1)[C:9]([O:11][CH2:12][CH3:13])=[O:10])#[N:2], predict the reactants needed to synthesize it. The reactants are: [C:1]([C:3]1[C:4]([N:17]2[CH2:20][CH:19]([C:21]([OH:23])=O)[CH2:18]2)=[N:5][C:6]([CH:14]([F:16])[F:15])=[C:7]([C:9]([O:11][CH2:12][CH3:13])=[O:10])[CH:8]=1)#[N:2].[Cl:24][C:25]1[CH:30]=[C:29]([Cl:31])[CH:28]=[CH:27][C:26]=1[CH2:32][S:33]([NH2:36])(=[O:35])=[O:34]. (3) Given the product [ClH:40].[O:1]1[C:6]2[CH:7]=[CH:8][C:9]([CH2:11][NH:12][CH:20]3[CH2:21][CH2:22][N:23]([CH2:26][CH2:27][N:28]4[C:37]5[C:32](=[CH:33][C:34]([CH3:38])=[CH:35][CH:36]=5)[CH:31]=[CH:30][C:29]4=[O:39])[CH2:24][CH2:25]3)=[CH:10][C:5]=2[O:4][CH2:3][CH2:2]1, predict the reactants needed to synthesize it. The reactants are: [O:1]1[C:6]2[CH:7]=[CH:8][C:9]([CH2:11][N:12]([CH:20]3[CH2:25][CH2:24][N:23]([CH2:26][CH2:27][N:28]4[C:37]5[C:32](=[CH:33][C:34]([CH3:38])=[CH:35][CH:36]=5)[CH:31]=[CH:30][C:29]4=[O:39])[CH2:22][CH2:21]3)C(=O)OC(C)(C)C)=[CH:10][C:5]=2[O:4][CH2:3][CH2:2]1.[ClH:40].O1CCOCC1. (4) Given the product [Cl:1][C:2]1[CH:3]=[CH:4][C:5]2[N:11]3[CH:12]=[CH:13][CH:14]=[C:10]3[C@@H:9]([CH2:15][CH2:16][N:17]3[CH:21]=[N:20][C:19]([C:22]([OH:24])=[O:23])=[N:18]3)[O:8][C@H:7]([C:26]3[CH:31]=[CH:30][CH:29]=[C:28]([O:32][CH3:33])[C:27]=3[O:34][CH3:35])[C:6]=2[CH:36]=1, predict the reactants needed to synthesize it. The reactants are: [Cl:1][C:2]1[CH:3]=[CH:4][C:5]2[N:11]3[CH:12]=[CH:13][CH:14]=[C:10]3[C@@H:9]([CH2:15][CH2:16][N:17]3[CH:21]=[N:20][C:19]([C:22]([O:24]C)=[O:23])=[N:18]3)[O:8][C@H:7]([C:26]3[CH:31]=[CH:30][CH:29]=[C:28]([O:32][CH3:33])[C:27]=3[O:34][CH3:35])[C:6]=2[CH:36]=1.C(=O)([O-])[O-].[K+].[K+]. (5) Given the product [I:15][C:13]1[N:12]=[CH:11][N:10]([CH2:9][CH2:8][NH2:7])[CH:14]=1.[ClH:17], predict the reactants needed to synthesize it. The reactants are: C(OC(=O)[NH:7][CH2:8][CH2:9][N:10]1[CH:14]=[C:13]([I:15])[N:12]=[CH:11]1)(C)(C)C.[ClH:17].O1CCOCC1. (6) Given the product [Cl:1][C:2]1[CH:39]=[CH:38][CH:37]=[C:36]([C:40]([F:43])([F:41])[F:42])[C:3]=1[CH2:4][N:5]1[C:13]2[C:8](=[C:9]([F:22])[CH:10]=[C:11]([C:14]([N:16]3[CH2:19][CH:18]([O:20][CH3:21])[CH2:17]3)=[O:15])[CH:12]=2)[C:7]([C:23]2[C:32]([F:33])=[CH:31][C:26]([C:27]([O:29][CH3:30])=[O:28])=[C:25]([OH:34])[CH:24]=2)=[N:6]1, predict the reactants needed to synthesize it. The reactants are: [Cl:1][C:2]1[CH:39]=[CH:38][CH:37]=[C:36]([C:40]([F:43])([F:42])[F:41])[C:3]=1[CH2:4][N:5]1[C:13]2[C:8](=[C:9]([F:22])[CH:10]=[C:11]([C:14]([N:16]3[CH2:19][CH:18]([O:20][CH3:21])[CH2:17]3)=[O:15])[CH:12]=2)[C:7]([C:23]2[C:32]([F:33])=[CH:31][C:26]([C:27]([O:29][CH3:30])=[O:28])=[C:25]([O:34]C)[CH:24]=2)=[N:6]1.B(Br)(Br)Br. (7) Given the product [Cl:19][C:17]1[CH:16]=[C:15]([S:20]([N:4]2[CH2:5][CH2:6][CH2:7][C@@:3]2([CH3:2])[C:8]([O:10][CH3:11])=[O:9])(=[O:21])=[O:22])[CH:14]=[C:13]([Cl:12])[CH:18]=1, predict the reactants needed to synthesize it. The reactants are: Cl.[CH3:2][C@@:3]1([C:8]([O:10][CH3:11])=[O:9])[CH2:7][CH2:6][CH2:5][NH:4]1.[Cl:12][C:13]1[CH:14]=[C:15]([S:20](Cl)(=[O:22])=[O:21])[CH:16]=[C:17]([Cl:19])[CH:18]=1.C(N(C(C)C)CC)(C)C. (8) Given the product [Cl:13][C:14]([Cl:19])([Cl:18])[C:15](=[O:16])[CH:5]=[C:4]([O:3][CH2:1][CH3:2])[C:6]1[CH:7]=[CH:8][C:9]([F:12])=[CH:10][CH:11]=1, predict the reactants needed to synthesize it. The reactants are: [CH2:1]([O:3][C:4]([C:6]1[CH:11]=[CH:10][C:9]([F:12])=[CH:8][CH:7]=1)=[CH2:5])[CH3:2].[Cl:13][C:14]([Cl:19])([Cl:18])[C:15](Cl)=[O:16]. (9) Given the product [CH3:21][C:3]1[C:4]([C:8]([N:10]2[CH2:15][CH2:14][CH:13]([N:16]3[CH2:20][CH2:19][CH2:18][CH2:17]3)[CH2:12][CH2:11]2)=[O:9])=[CH:5][CH:6]=[CH:7][C:2]=1[C:27]1[CH:28]=[CH:29][CH:30]=[C:25]([O:24][C:23]([F:22])([F:34])[F:35])[CH:26]=1, predict the reactants needed to synthesize it. The reactants are: Br[C:2]1[C:3]([CH3:21])=[C:4]([C:8]([N:10]2[CH2:15][CH2:14][CH:13]([N:16]3[CH2:20][CH2:19][CH2:18][CH2:17]3)[CH2:12][CH2:11]2)=[O:9])[CH:5]=[CH:6][CH:7]=1.[F:22][C:23]([F:35])([F:34])[O:24][C:25]1[CH:26]=[C:27](B(O)O)[CH:28]=[CH:29][CH:30]=1. (10) Given the product [I:1][C:2]1[C:6]([CH2:7][OH:8])=[CH:5][N:4]([CH:10]2[CH2:15][CH2:14][CH2:13][CH2:12][O:11]2)[N:3]=1, predict the reactants needed to synthesize it. The reactants are: [I:1][C:2]1[C:6]([C:7](O)=[O:8])=[CH:5][N:4]([CH:10]2[CH2:15][CH2:14][CH2:13][CH2:12][O:11]2)[N:3]=1.